This data is from Peptide-MHC class II binding affinity with 134,281 pairs from IEDB. The task is: Regression. Given a peptide amino acid sequence and an MHC pseudo amino acid sequence, predict their binding affinity value. This is MHC class II binding data. (1) The peptide sequence is SFGIVVAWQVKLLPV. The MHC is HLA-DPA10301-DPB10402 with pseudo-sequence HLA-DPA10301-DPB10402. The binding affinity (normalized) is 1.00. (2) The peptide sequence is INEPTAAAIAYGLDD. The MHC is HLA-DQA10102-DQB10602 with pseudo-sequence HLA-DQA10102-DQB10602. The binding affinity (normalized) is 0.976. (3) The peptide sequence is VNPIASTNDDEVLIE. The MHC is HLA-DQA10601-DQB10402 with pseudo-sequence HLA-DQA10601-DQB10402. The binding affinity (normalized) is 0. (4) The peptide sequence is LMVVVIPEPGQQRSI. The MHC is HLA-DQA10102-DQB10501 with pseudo-sequence HLA-DQA10102-DQB10501. The binding affinity (normalized) is 0.706. (5) The peptide sequence is VYMDAVFEYTIDCDG. The MHC is DRB4_0103 with pseudo-sequence DRB4_0103. The binding affinity (normalized) is 0.446. (6) The binding affinity (normalized) is 0.533. The MHC is HLA-DQA10501-DQB10402 with pseudo-sequence HLA-DQA10501-DQB10402. The peptide sequence is KKPVKLASIVKASFEEG. (7) The peptide sequence is TNIRQAGVQYSR. The MHC is DRB1_1501 with pseudo-sequence DRB1_1501. The binding affinity (normalized) is 0.383. (8) The peptide sequence is FGQNTASIAATEAQY. The MHC is DRB1_0101 with pseudo-sequence DRB1_0101. The binding affinity (normalized) is 0.517. (9) The peptide sequence is KVAATAANAAPANDKFTVFE. The MHC is DRB1_0701 with pseudo-sequence DRB1_0701. The binding affinity (normalized) is 0.596.